From a dataset of Forward reaction prediction with 1.9M reactions from USPTO patents (1976-2016). Predict the product of the given reaction. (1) Given the reactants [C:1]([O:4][CH2:5][C:6]([NH:8][C:9]1[CH:14]=[CH:13][C:12]([C:15]#[N:16])=[C:11]([C:17]([F:20])([F:19])[F:18])[CH:10]=1)=O)(=[O:3])[CH3:2].C1(P(C2C=CC=CC=2)C2C=CC=CC=2)C=CC=CC=1.CC(OC(/N=N/C(OC(C)C)=O)=O)C.C[Si]([N:58]=[N+:59]=[N-:60])(C)C, predict the reaction product. The product is: [C:1]([O:4][CH2:5][C:6]1[N:8]([C:9]2[CH:14]=[CH:13][C:12]([C:15]#[N:16])=[C:11]([C:17]([F:20])([F:19])[F:18])[CH:10]=2)[N:60]=[N:59][N:58]=1)(=[O:3])[CH3:2]. (2) Given the reactants [NH:1]1[CH2:6][CH2:5][CH2:4][C@@H:3]([NH:7][C:8]2[CH:13]=[N:12][CH:11]=[C:10]([C:14]3[CH:15]=[N:16][N:17]4[CH:22]=[CH:21][N:20]=[CH:19][C:18]=34)[N:9]=2)[CH2:2]1.O=C1CCC(=O)N1[O:30][C:31](=O)[CH2:32][C:33]#[N:34].C(N(CC)CC)C, predict the reaction product. The product is: [O:30]=[C:31]([N:1]1[CH2:6][CH2:5][CH2:4][C@@H:3]([NH:7][C:8]2[CH:13]=[N:12][CH:11]=[C:10]([C:14]3[CH:15]=[N:16][N:17]4[CH:22]=[CH:21][N:20]=[CH:19][C:18]=34)[N:9]=2)[CH2:2]1)[CH2:32][C:33]#[N:34]. (3) Given the reactants [CH3:1][O:2][C:3]([C:5]1[CH:16]=[CH:15][C:14]2[CH2:13][CH:12]3[CH:17]([NH2:18])[CH:9]([CH2:10][CH2:11]3)[CH2:8][C:7]=2[CH:6]=1)=[O:4].[C:19](O[C:19]([O:21][C:22]([CH3:25])([CH3:24])[CH3:23])=[O:20])([O:21][C:22]([CH3:25])([CH3:24])[CH3:23])=[O:20], predict the reaction product. The product is: [CH3:1][O:2][C:3]([C:5]1[CH:16]=[CH:15][C:14]2[CH2:13][CH:12]3[CH:17]([NH:18][C:19]([O:21][C:22]([CH3:25])([CH3:24])[CH3:23])=[O:20])[CH:9]([CH2:10][CH2:11]3)[CH2:8][C:7]=2[CH:6]=1)=[O:4].